This data is from Reaction yield outcomes from USPTO patents with 853,638 reactions. The task is: Predict the reaction yield, written as a fraction of the theoretical maximum amount of product (1.0 means a 100% yield; for example, 0.34 means a 34% yield). The reactants are [F:1][C:2]1[CH:11]=[C:10]([C:12]2[N:16]=[C:15]([C:17]3[CH:22]=[CH:21][C:20]([C:23]4[CH:28]=[CH:27][CH:26]=[CH:25][C:24]=4[CH3:29])=[C:19]([CH2:30][OH:31])[CH:18]=3)[O:14][N:13]=2)[CH:9]=[CH:8][C:3]=1[C:4]([O:6][CH3:7])=[O:5].CCN(C(C)C)C(C)C.[CH3:41][S:42](Cl)(=[O:44])=[O:43].O. The catalyst is C(Cl)Cl. The product is [F:1][C:2]1[CH:11]=[C:10]([C:12]2[N:16]=[C:15]([C:17]3[CH:22]=[CH:21][C:20]([C:23]4[CH:28]=[CH:27][CH:26]=[CH:25][C:24]=4[CH3:29])=[C:19]([CH2:30][O:31][S:42]([CH3:41])(=[O:44])=[O:43])[CH:18]=3)[O:14][N:13]=2)[CH:9]=[CH:8][C:3]=1[C:4]([O:6][CH3:7])=[O:5]. The yield is 0.970.